The task is: Regression. Given a target protein amino acid sequence and a drug SMILES string, predict the binding affinity score between them. We predict pIC50 (pIC50 = -log10(IC50 in M); higher means more potent). Dataset: bindingdb_ic50.. This data is from Drug-target binding data from BindingDB using IC50 measurements. (1) The small molecule is CCN(CC)c1ccc(N2C(=O)/C(=C/c3ccc(OC)cc3)SC2=S)cc1. The target protein sequence is MNKISQRLLFLFLHFYTTVCFIQNNTQKTFHNVLQNEQIRGKEKAFYRKEKRENIFIGNKMKHVHNMNNTHNNNHYMEKEEQDASNINKIKEENKNEDICFIAGIGDTNGYGWGIAKELSKRNVKIIFGIWPPVYNIFMKNYKNGKFDNDMIIDKDKKMNILDMLPFDASFDTANDIDEETKNNKRYNMLQNYPIEDVANLIHQKYGKINMLVHSLANAKEVQKDLLNTSRKGYLDALSKSSYSLISLCKYFVNIMKPQSSIISLTYHASQKVVPGYGGGMSSAKAALESDTRVLAYHLGRNYNIRINTISAGPLKSRAATAINKLNNTYENNTNQNKNRNSHDVHNIMNNSGEKEEKKNSASQNYTFIDYAIEYSEKYAPLRQKLLSTDIGSVASFLLSRESRAITGQTIYVDNGLNIMFLPDDIYRNENE. The pIC50 is 4.3. (2) The compound is Cn1c(=O)n(CCCO)c(=O)c2c(Cc3ccc(Cl)cc3)c(-c3cccc(Cl)c3)oc21. The target protein (Q9UL62) has sequence MAQLYYKKVNYSPYRDRIPLQIVRAETELSAEEKAFLNAVEKGDYATVKQALQEAEIYYNVNINCMDPLGRSALLIAIENENLEIMELLLNHSVYVGDALLYAIRKEVVGAVELLLSYRRPSGEKQVPTLMMDTQFSEFTPDITPIMLAAHTNNYEIIKLLVQKRVTIPRPHQIRCNCVECVSSSEVDSLRHSRSRLNIYKALASPSLIALSSEDPILTAFRLGWELKELSKVENEFKAEYEELSQQCKLFAKDLLDQARSSRELEIILNHRDDHSEELDPQKYHDLAKLKVAIKYHQKEFVAQPNCQQLLATLWYDGFPGWRRKHWVVKLLTCMTIGFLFPMLSIAYLISPRSNLGLFIKKPFIKFICHTASYLTFLFMLLLASQHIVRTDLHVQGPPPTVVEWMILPWVLGFIWGEIKEMWDGGFTEYIHDWWNLMDFAMNSLYLATISLKIVAYVKYNGSRPREEWEMWHPTLIAEALFAISNILSSLRLISLFTAN.... The pIC50 is 9.0. (3) The drug is OC[C@H]1NCC[C@@H](O)[C@@H]1O. The target protein sequence is MFRVPLCMLLPLLALLQLLGAAHSFYNVSQRTFELDYKRDRFLKDGQPFRYISGSIHYFRIPRFYWEDRLLKMKMAGLDAIQTYVPWNFHEPQPGQYDFSGDRDVEHFIQLAHQLGLLVILRPGPYICAEWDMGGLPAWLLEKESIVLRSSDPDYLAAVDKWLAVLLPKMKRLLYQNGGPIITVQVENEYGSYFACDYNYLRFLEHRFRYHLGNDIILFTTDGAAEKLLKCGTLQDLYATVDFGTTGNITRAFLIQRNFEPKGPLINSEFYTGWLDHWGQPHSKVNTKKLVASLYNLLAYGASVNLYMFIGGTNFAYWNGANMPYAPQPTSYDYDAPLSEAGDLTEKYFAVRDVIRKFKEVPEGPIPPSTPKFAYGKVALRKFKTVTEALGILCPNGPVKSLYPLTFTQVKQYFGYVLYRTTLPQDCSNPKPIFSSPINGVRDRAYVSVDGVPQGILDRNRMNVLNIRGKAGATLDILVENMGRVNYGNSIKDFKGLISN.... The pIC50 is 4.8.